Task: Predict which catalyst facilitates the given reaction.. Dataset: Catalyst prediction with 721,799 reactions and 888 catalyst types from USPTO Reactant: [CH3:1][C:2]1[CH:3]=[C:4](B(O)O)[CH:5]=[CH:6][C:7]=1[O:8][CH3:9].I[C:14]1[CH:22]=[CH:21][C:17]([C:18]([OH:20])=[O:19])=[CH:16][CH:15]=1.C(=O)([O-])[O-].[Cs+].[Cs+].C1(C)C=CC=CC=1. Product: [CH3:1][C:2]1[CH:3]=[C:4]([C:14]2[CH:22]=[CH:21][C:17]([C:18]([OH:20])=[O:19])=[CH:16][CH:15]=2)[CH:5]=[CH:6][C:7]=1[O:8][CH3:9]. The catalyst class is: 729.